Dataset: Forward reaction prediction with 1.9M reactions from USPTO patents (1976-2016). Task: Predict the product of the given reaction. (1) Given the reactants [CH3:1][O:2][C:3](=[O:14])[C:4]1[CH:9]=[C:8](Cl)[CH:7]=[CH:6][C:5]=1[N+:11]([O-:13])=[O:12].[OH:15][C:16]1[CH:17]=[C:18]2[C:23](=[CH:24][CH:25]=1)[N:22]=[CH:21][CH:20]=[CH:19]2.C(=O)([O-])[O-].[Na+].[Na+], predict the reaction product. The product is: [CH3:1][O:2][C:3](=[O:14])[C:4]1[CH:9]=[C:8]([O:15][C:16]2[CH:17]=[C:18]3[C:23](=[CH:24][CH:25]=2)[N:22]=[CH:21][CH:20]=[CH:19]3)[CH:7]=[CH:6][C:5]=1[N+:11]([O-:13])=[O:12]. (2) Given the reactants [CH2:1]([O:3][CH2:4][C:5]([O:7][CH2:8]SC1C=CC=CC=1)=[O:6])[CH3:2].S(Cl)([Cl:19])(=O)=O.C1CCCCC=1, predict the reaction product. The product is: [CH2:1]([O:3][CH2:4][C:5]([O:7][CH2:8][Cl:19])=[O:6])[CH3:2]. (3) Given the reactants [NH2:1][CH2:2][CH2:3][NH:4][CH2:5][CH2:6][NH:7][CH2:8][CH2:9][NH:10][CH2:11][CH2:12][NH2:13].[CH2:14]([CH:16]1[O:18][CH2:17]1)[Cl:15], predict the reaction product. The product is: [CH2:17]1[O:18][CH:16]1[CH2:14][Cl:15].[CH2:12]([NH2:13])[CH2:11][NH:10][CH2:9][CH2:8][NH:7][CH2:6][CH2:5][NH:4][CH2:3][CH2:2][NH2:1].